Dataset: Forward reaction prediction with 1.9M reactions from USPTO patents (1976-2016). Task: Predict the product of the given reaction. Given the reactants [O:1]([C:8]1[CH:14]=[CH:13][C:11]([NH2:12])=[CH:10][CH:9]=1)[C:2]1[CH:7]=[CH:6][CH:5]=[CH:4][CH:3]=1.Br[CH:16]([CH2:22][CH3:23])[C:17]([O:19][CH2:20][CH3:21])=[O:18].C(=O)(O)[O-].[Na+].O, predict the reaction product. The product is: [O:1]([C:8]1[CH:9]=[CH:10][C:11]([NH:12][CH:16]([CH2:22][CH3:23])[C:17]([O:19][CH2:20][CH3:21])=[O:18])=[CH:13][CH:14]=1)[C:2]1[CH:3]=[CH:4][CH:5]=[CH:6][CH:7]=1.